From a dataset of Full USPTO retrosynthesis dataset with 1.9M reactions from patents (1976-2016). Predict the reactants needed to synthesize the given product. (1) Given the product [CH3:1][O:2][C:3](=[O:66])[C@@H:4]([NH:20][C:21]([CH:23]1[CH2:32][C:31]2[CH:30]=[C:29]3[O:33][CH2:34][C@H:35]([C:37]4[CH:38]=[CH:39][C:40]([O:43][CH2:44][C:45]5[CH:50]=[CH:49][C:48]([Cl:51])=[C:47]([Cl:52])[CH:46]=5)=[CH:41][CH:42]=4)[O:36][C:28]3=[CH:27][C:26]=2[CH2:25][N:24]1[S:53]([C:56]1[S:60][C:59]([N:61]([C:62](=[O:64])[CH3:63])[CH2:68][CH:69]2[CH2:72][CH2:71][CH2:70]2)=[N:58][C:57]=1[CH3:65])(=[O:55])=[O:54])=[O:22])[CH2:5][C:6]1[CH:7]=[CH:8][C:9]([C:12]2[CH:17]=[CH:16][C:15]([C:18]#[N:19])=[CH:14][CH:13]=2)=[CH:10][CH:11]=1, predict the reactants needed to synthesize it. The reactants are: [CH3:1][O:2][C:3](=[O:66])[C@@H:4]([NH:20][C:21]([CH:23]1[CH2:32][C:31]2[CH:30]=[C:29]3[O:33][CH2:34][C@H:35]([C:37]4[CH:42]=[CH:41][C:40]([O:43][CH2:44][C:45]5[CH:50]=[CH:49][C:48]([Cl:51])=[C:47]([Cl:52])[CH:46]=5)=[CH:39][CH:38]=4)[O:36][C:28]3=[CH:27][C:26]=2[CH2:25][N:24]1[S:53]([C:56]1[S:60][C:59]([NH:61][C:62](=[O:64])[CH3:63])=[N:58][C:57]=1[CH3:65])(=[O:55])=[O:54])=[O:22])[CH2:5][C:6]1[CH:11]=[CH:10][C:9]([C:12]2[CH:17]=[CH:16][C:15]([C:18]#[N:19])=[CH:14][CH:13]=2)=[CH:8][CH:7]=1.Br[CH2:68][CH:69]1[CH2:72][CH2:71][CH2:70]1.C([O-])([O-])=O.[K+].[K+]. (2) Given the product [CH3:28][O:27][C:23]1[CH:22]=[C:21]([C:20]2[N:19]=[C:3]([CH:5]3[CH2:10][CH2:9][CH2:8][CH2:7][N:6]3[CH2:11][C:12]3[CH:17]=[CH:16][CH:15]=[CH:14][N:13]=3)[O:4][N:29]=2)[CH:26]=[CH:25][CH:24]=1, predict the reactants needed to synthesize it. The reactants are: CO[C:3]([CH:5]1[CH2:10][CH2:9][CH2:8][CH2:7][N:6]1[CH2:11][C:12]1[CH:17]=[CH:16][CH:15]=[CH:14][N:13]=1)=[O:4].O[NH:19][C:20](=[NH:29])[C:21]1[CH:26]=[CH:25][CH:24]=[C:23]([O:27][CH3:28])[CH:22]=1.CC(C)([O-])C.[Na+]. (3) Given the product [CH3:18][N:17]([CH2:19][C@@H:20]1[C@@:25]([OH:34])([C:26]2[CH:31]=[CH:30][CH:29]=[C:28]([O:32][CH3:33])[CH:27]=2)[CH2:24][CH2:23][CH2:22][CH2:21]1)[CH3:16].[OH:3][C:2]([C@H:4]([C:6]1[CH:7]=[CH:8][C:9]([CH2:10][CH:11]([CH3:12])[CH3:13])=[CH:14][CH:15]=1)[CH3:5])=[O:1], predict the reactants needed to synthesize it. The reactants are: [OH:1][C:2]([C@H:4]([C:6]1[CH:15]=[CH:14][C:9]([CH2:10][CH:11]([CH3:13])[CH3:12])=[CH:8][CH:7]=1)[CH3:5])=[O:3].[CH3:16][N:17]([CH2:19][C@@H:20]1[C@@:25]([OH:34])([C:26]2[CH:31]=[CH:30][CH:29]=[C:28]([O:32][CH3:33])[CH:27]=2)[CH2:24][CH2:23][CH2:22][CH2:21]1)[CH3:18]. (4) Given the product [C:1]1([C@@H:7]([O:23][C:24]2[CH:25]=[CH:26][C:27]([C:30]([F:31])([F:32])[F:33])=[CH:28][CH:29]=2)[CH2:8][CH2:9][CH2:10][CH2:11][NH2:12])[CH:6]=[CH:5][CH:4]=[CH:3][CH:2]=1, predict the reactants needed to synthesize it. The reactants are: [C:1]1([C@@H:7]([O:23][C:24]2[CH:29]=[CH:28][C:27]([C:30]([F:33])([F:32])[F:31])=[CH:26][CH:25]=2)[CH2:8][CH2:9][CH2:10][CH2:11][N:12]2C(=O)C3C(=CC=CC=3)C2=O)[CH:6]=[CH:5][CH:4]=[CH:3][CH:2]=1.O.NN. (5) Given the product [C:1]1([C:12]2[CH:17]=[CH:16][CH:15]=[CH:14][CH:13]=2)[CH:6]=[CH:5][C:4]([C:7]2[CH:8]=[N:9][N:10]([C:35]3[CH:36]=[CH:37][CH:38]=[C:33]([Br:32])[CH:34]=3)[CH:11]=2)=[CH:3][CH:2]=1, predict the reactants needed to synthesize it. The reactants are: [C:1]1([C:12]2[CH:17]=[CH:16][CH:15]=[CH:14][CH:13]=2)[CH:6]=[CH:5][C:4]([C:7]2[CH:8]=[N:9][NH:10][CH:11]=2)=[CH:3][CH:2]=1.N1CCC[C@H]1C(O)=O.C([O-])([O-])=O.[K+].[K+].[Br:32][C:33]1[CH:38]=[CH:37][CH:36]=[C:35](Br)[CH:34]=1. (6) Given the product [CH3:22][O:21][CH2:20][CH2:19][N:7]1[C:8]2[C:13](=[CH:12][CH:11]=[CH:10][C:9]=2[O:14][C:15]([F:18])([F:17])[F:16])[C:5]([C:3]([OH:4])=[O:25])=[CH:6]1, predict the reactants needed to synthesize it. The reactants are: FC(F)(F)[C:3]([C:5]1[C:13]2[C:8](=[C:9]([O:14][C:15]([F:18])([F:17])[F:16])[CH:10]=[CH:11][CH:12]=2)[N:7]([CH2:19][CH2:20][O:21][CH3:22])[CH:6]=1)=[O:4].[OH-:25].[Na+]. (7) Given the product [C:9]([O:19][C:20]([C:26]([O:29][C:30]([C:36]([O:39][C:40]([C:46]([O:49][C:50]([C:56]([O:59][C:60]([C:66]([O:69][C:70]([CH2:76][OH:77])([C:72]([F:73])([F:74])[F:75])[F:71])([F:67])[F:68])([C:62]([F:63])([F:64])[F:65])[F:61])([F:58])[F:57])([C:52]([F:53])([F:54])[F:55])[F:51])([F:48])[F:47])([C:42]([F:45])([F:44])[F:43])[F:41])([F:38])[F:37])([C:32]([F:35])([F:34])[F:33])[F:31])([F:28])[F:27])([C:22]([F:25])([F:24])[F:23])[F:21])([C:12]([C:15]([F:18])([F:17])[F:16])([F:14])[F:13])([F:11])[F:10], predict the reactants needed to synthesize it. The reactants are: [BH4-].[Na+].C(COC)OC.[C:9]([O:19][C:20]([C:26]([O:29][C:30]([C:36]([O:39][C:40]([C:46]([O:49][C:50]([C:56]([O:59][C:60]([C:66]([O:69][C:70]([C:76](OC)=[O:77])([C:72]([F:75])([F:74])[F:73])[F:71])([F:68])[F:67])([C:62]([F:65])([F:64])[F:63])[F:61])([F:58])[F:57])([C:52]([F:55])([F:54])[F:53])[F:51])([F:48])[F:47])([C:42]([F:45])([F:44])[F:43])[F:41])([F:38])[F:37])([C:32]([F:35])([F:34])[F:33])[F:31])([F:28])[F:27])([C:22]([F:25])([F:24])[F:23])[F:21])([C:12]([C:15]([F:18])([F:17])[F:16])([F:14])[F:13])([F:11])[F:10].Cl. (8) Given the product [F:21][C@@H:19]1[CH2:20][N:16]([C:14](=[O:15])[CH2:13][NH:12][C:7]23[CH2:6][CH2:5][C:4]([C:1]([NH:24][C:25]4[CH:30]=[CH:29][C:28]([CH3:31])=[CH:27][CH:26]=4)=[O:2])([CH2:11][CH2:10]2)[CH2:9][CH2:8]3)[C@H:17]([C:22]#[N:23])[CH2:18]1, predict the reactants needed to synthesize it. The reactants are: [C:1]([C:4]12[CH2:11][CH2:10][C:7]([NH:12][CH2:13][C:14]([N:16]3[CH2:20][C@@H:19]([F:21])[CH2:18][C@H:17]3[C:22]#[N:23])=[O:15])([CH2:8][CH2:9]1)[CH2:6][CH2:5]2)(O)=[O:2].[NH2:24][C:25]1[CH:30]=[CH:29][C:28]([CH3:31])=[CH:27][CH:26]=1. (9) The reactants are: [CH2:1]([NH:4][C:5]1[C:14]2[C:9](=[CH:10][CH:11]=[C:12]([N+:15]([O-:17])=[O:16])[CH:13]=2)[N:8]=[C:7](Cl)[N:6]=1)[CH:2]=[CH2:3].[CH2:19]([NH:22][CH2:23][CH:24]=[CH2:25])[CH:20]=[CH2:21]. Given the product [CH2:1]([NH:4][C:5]1[C:14]2[C:9](=[CH:10][CH:11]=[C:12]([N+:15]([O-:17])=[O:16])[CH:13]=2)[N:8]=[C:7]([N:22]([CH2:23][CH:24]=[CH2:25])[CH2:19][CH:20]=[CH2:21])[N:6]=1)[CH:2]=[CH2:3], predict the reactants needed to synthesize it.